Dataset: Catalyst prediction with 721,799 reactions and 888 catalyst types from USPTO. Task: Predict which catalyst facilitates the given reaction. (1) The catalyst class is: 1. Product: [C:1]([O:9][C:10]1[C:11]([C:21]([O:23][CH3:24])=[O:22])=[N:12][C:13]([O:20][CH2:26][C:27]([N:29]([CH3:31])[CH3:30])=[O:28])=[C:14]2[C:19]=1[N:18]=[CH:17][CH:16]=[CH:15]2)(=[O:8])[C:2]1[CH:7]=[CH:6][CH:5]=[CH:4][CH:3]=1. Reactant: [C:1]([O:9][C:10]1[C:19]2[N:18]=[CH:17][CH:16]=[CH:15][C:14]=2[C:13](=[O:20])[NH:12][C:11]=1[C:21]([O:23][CH3:24])=[O:22])(=[O:8])[C:2]1[CH:7]=[CH:6][CH:5]=[CH:4][CH:3]=1.O[CH2:26][C:27]([N:29]([CH3:31])[CH3:30])=[O:28].C1(P(C2C=CC=CC=2)C2C=CC=CC=2)C=CC=CC=1.N(C(OCC)=O)=NC(OCC)=O.Cl. (2) Reactant: [CH3:1][C:2]1[CH:3]=[CH:4][C:5]([C:21]([NH:23][C:24]2[CH:25]=[C:26]([C:36]([F:39])([F:38])[F:37])[CH:27]=[C:28]([N:30]3[CH:34]=[N:33][C:32]([CH3:35])=[CH:31]3)[CH:29]=2)=[O:22])=[CH:6][C:7]=1[NH:8][C:9]1[N:10]=[CH:11][CH:12]=[C:13]([C:15]2[CH:16]=[CH:17][CH:18]=[N:19][CH:20]=2)[N:14]=1.COC(=O)C1C=C(O)C(O)=C(O)C=1.[ClH:53]. Product: [CH3:1][C:2]1[CH:3]=[CH:4][C:5]([C:21]([NH:23][C:24]2[CH:29]=[C:28]([N:30]3[CH:34]=[N:33][C:32]([CH3:35])=[CH:31]3)[CH:27]=[C:26]([C:36]([F:37])([F:39])[F:38])[CH:25]=2)=[O:22])=[CH:6][C:7]=1[NH:8][C:9]1[N:14]=[C:13]([C:15]2[CH:16]=[CH:17][CH:18]=[N:19][CH:20]=2)[CH:12]=[CH:11][N:10]=1.[ClH:53]. The catalyst class is: 5. (3) Reactant: CC(OC([NH:8][CH2:9][CH2:10][CH2:11][CH2:12][C@H:13]([NH:17][C:18]([O:20]C(C)(C)C)=O)[C:14]([OH:16])=O)=O)(C)C.CC(OC([NH:32][CH2:33][CH2:34][CH2:35][CH2:36][C@H:37]([NH2:41])[C:38]([OH:40])=O)=O)(C)C.CC(OC([NH:49][CH2:50][CH2:51][CH2:52][CH2:53][C@H:54]([NH2:58])C(O)=O)=O)(C)C.[NH2:59][C@H:60]([C:73]([NH:75][C@H:76]([C:89]([NH:91][C@H:92]([C:105]([OH:107])=[O:106])[CH2:93][CH2:94][C:95](=[O:104])[O:96][CH2:97][C:98]1[CH:103]=[CH:102][CH:101]=[CH:100][CH:99]=1)=[O:90])[CH2:77][CH2:78][C:79](=[O:88])[O:80][CH2:81][C:82]1[CH:87]=[CH:86][CH:85]=[CH:84][CH:83]=1)=[O:74])[CH2:61][CH2:62][C:63](=[O:72])[O:64][CH2:65][C:66]1[CH:71]=[CH:70][CH:69]=[CH:68][CH:67]=1. Product: [NH2:41][C@H:37]([C:38]([NH:49][C@H:50]([C:18]([NH:17][C@H:13]([C:14]([NH:59][C@H:60]([C:73]([NH:75][C@H:76]([C:89]([NH:91][C@H:92]([C:105]([OH:107])=[O:106])[CH2:93][CH2:94][C:95](=[O:104])[O:96][CH2:97][C:98]1[CH:99]=[CH:100][CH:101]=[CH:102][CH:103]=1)=[O:90])[CH2:77][CH2:78][C:79](=[O:88])[O:80][CH2:81][C:82]1[CH:83]=[CH:84][CH:85]=[CH:86][CH:87]=1)=[O:74])[CH2:61][CH2:62][C:63](=[O:72])[O:64][CH2:65][C:66]1[CH:67]=[CH:68][CH:69]=[CH:70][CH:71]=1)=[O:16])[CH2:12][CH2:11][CH2:10][CH2:9][NH2:8])=[O:20])[CH2:51][CH2:52][CH2:53][CH2:54][NH2:58])=[O:40])[CH2:36][CH2:35][CH2:34][CH2:33][NH2:32]. The catalyst class is: 631.